This data is from Tyrosyl-DNA phosphodiesterase HTS with 341,365 compounds. The task is: Binary Classification. Given a drug SMILES string, predict its activity (active/inactive) in a high-throughput screening assay against a specified biological target. (1) The drug is Clc1ccc(NC(=O)NC(=O)N(S(=O)(=O)C)C2CCCCC2)cc1. The result is 0 (inactive). (2) The compound is s1c2c(n(CCCOc3c(OC)cccc3)c1=O)cccc2. The result is 0 (inactive).